This data is from Full USPTO retrosynthesis dataset with 1.9M reactions from patents (1976-2016). The task is: Predict the reactants needed to synthesize the given product. (1) The reactants are: Br[C:2]1[CH:7]=[C:6]([F:8])[CH:5]=[CH:4][C:3]=1[F:9].CCCCCC.C([Li])CCC.[Si:21]([O:38][CH2:39][CH2:40][CH2:41][CH2:42][CH2:43][CH2:44][CH:45]=[O:46])([C:34]([CH3:37])([CH3:36])[CH3:35])([C:28]1[CH:33]=[CH:32][CH:31]=[CH:30][CH:29]=1)[C:22]1[CH:27]=[CH:26][CH:25]=[CH:24][CH:23]=1. Given the product [Si:21]([O:38][CH2:39][CH2:40][CH2:41][CH2:42][CH2:43][CH2:44][CH:45]([C:2]1[CH:7]=[C:6]([F:8])[CH:5]=[CH:4][C:3]=1[F:9])[OH:46])([C:34]([CH3:36])([CH3:37])[CH3:35])([C:28]1[CH:29]=[CH:30][CH:31]=[CH:32][CH:33]=1)[C:22]1[CH:23]=[CH:24][CH:25]=[CH:26][CH:27]=1, predict the reactants needed to synthesize it. (2) Given the product [ClH:1].[CH2:8]([C:10]1[N:11]=[C:12]([CH:22]2[CH2:27][CH2:26][N:25]([C:28]3[C:29]4[C@H:37]([CH3:38])[CH2:36][C:35](=[O:39])[NH:34][C:30]=4[N:31]=[CH:32][N:33]=3)[CH2:24][CH2:23]2)[N:13]([CH2:15][CH2:16][N:17]2[CH2:18][CH2:19][CH2:20][CH2:21]2)[CH:14]=1)[CH3:9], predict the reactants needed to synthesize it. The reactants are: [ClH:1].O1CCOCC1.[CH2:8]([C:10]1[N:11]=[C:12]([CH:22]2[CH2:27][CH2:26][N:25]([C:28]3[C:29]4[C@H:37]([CH3:38])[CH2:36][C:35](=[O:39])[NH:34][C:30]=4[N:31]=[CH:32][N:33]=3)[CH2:24][CH2:23]2)[N:13]([CH2:15][CH2:16][N:17]2[CH2:21][CH2:20][CH2:19][CH2:18]2)[CH:14]=1)[CH3:9]. (3) Given the product [Cl:22][C:12]1[CH:11]=[C:10]2[C:15]([C:7]([NH:6][C:1](=[NH:5])[CH3:2])=[N:8][NH:9]2)=[CH:14][C:13]=1[C:16]1[CH:21]=[CH:20][CH:19]=[CH:18][CH:17]=1, predict the reactants needed to synthesize it. The reactants are: [C:1](=[NH:5])(OC)[CH3:2].[NH2:6][C:7]1[C:15]2[C:10](=[CH:11][C:12]([Cl:22])=[C:13]([C:16]3[CH:21]=[CH:20][CH:19]=[CH:18][CH:17]=3)[CH:14]=2)[NH:9][N:8]=1. (4) The reactants are: [F:1][C:2]1[CH:7]=[CH:6][C:5]([CH2:8][C:9]([C:11]2[CH:16]=[CH:15][C:14]([O:17][CH:18]3[CH2:23][CH2:22][CH2:21][CH2:20][O:19]3)=[CH:13][C:12]=2[OH:24])=[O:10])=[CH:4][CH:3]=1.N12CCCN=C1CCCCC2.[I:36][C:37]1[CH:44]=[CH:43][C:40]([CH:41]=O)=[CH:39][CH:38]=1.N1CCCCC1. Given the product [F:1][C:2]1[CH:3]=[CH:4][C:5]([CH:8]2[C:9](=[O:10])[C:11]3[C:12](=[CH:13][C:14]([O:17][CH:18]4[CH2:23][CH2:22][CH2:21][CH2:20][O:19]4)=[CH:15][CH:16]=3)[O:24][CH:41]2[C:40]2[CH:43]=[CH:44][C:37]([I:36])=[CH:38][CH:39]=2)=[CH:6][CH:7]=1, predict the reactants needed to synthesize it. (5) Given the product [CH2:1]([O:3][C:4](=[O:29])[C:5]([C:25]([F:27])([F:26])[F:28])([OH:20])[CH2:6][C:7]([C:10]1[CH:15]=[CH:14][C:13]([Cl:16])=[C:12]([F:17])[C:11]=1[O:18][CH3:19])([CH3:9])[CH3:8])[CH3:2], predict the reactants needed to synthesize it. The reactants are: [CH2:1]([O:3][C:4](=[O:29])[C:5]([C:25]([F:28])([F:27])[F:26])([O:20][Si](C)(C)C)[CH2:6][C:7]([C:10]1[CH:15]=[CH:14][C:13]([Cl:16])=[C:12]([F:17])[C:11]=1[O:18][CH3:19])([CH3:9])[CH3:8])[CH3:2].O.O.O.[F-].C([N+](CCCC)(CCCC)CCCC)CCC.O.